This data is from Forward reaction prediction with 1.9M reactions from USPTO patents (1976-2016). The task is: Predict the product of the given reaction. The product is: [F:20][C:21]([F:32])([F:31])[C:22]([NH:19][C:14]1[CH:13]=[C:12]2[C:17]([CH:18]=[C:10]([C:3]3[C:4]([O:8][CH3:9])=[N:5][CH:6]=[CH:7][C:2]=3[I:1])[NH:11]2)=[CH:16][CH:15]=1)=[O:23]. Given the reactants [I:1][C:2]1[CH:7]=[CH:6][N:5]=[C:4]([O:8][CH3:9])[C:3]=1[C:10]1[NH:11][C:12]2[C:17]([CH:18]=1)=[CH:16][CH:15]=[C:14]([NH2:19])[CH:13]=2.[F:20][C:21]([F:32])([F:31])[C:22](O[C:22](=[O:23])[C:21]([F:32])([F:31])[F:20])=[O:23].C(N(CC)CC)C.O, predict the reaction product.